Predict the product of the given reaction. From a dataset of Forward reaction prediction with 1.9M reactions from USPTO patents (1976-2016). (1) Given the reactants [CH3:1][N+:2]1([CH2:7][C:8]2[CH2:29][S:28][C@@H:11]3[C@H:12]([NH:15][C:16](/[C:18](/[C:22]4[N:26]=[C:25]([NH2:27])[S:24][CH:23]=4)=[N:19]\[O:20][CH3:21])=[O:17])[C:13](=[O:14])[N:10]3[C:9]=2[C:30]([OH:32])=[O:31])[CH2:6][CH2:5][CH2:4][CH2:3]1.O.[ClH:34].[Cl-].C[N+]1(CC2CS[C@@H]3[C@H](NC(/C(/C4N=C(N)SC=4)=N\OC)=O)C(=[O:49])N3C=2C([O-])=O)CCCC1.OS(O)(=O)=O, predict the reaction product. The product is: [CH3:1][N+:2]1([CH2:7][C:8]2[CH2:29][S:28][C@@H:11]3[C@H:12]([NH:15][C:16](/[C:18](/[C:22]4[N:26]=[C:25]([NH2:27])[S:24][CH:23]=4)=[N:19]\[O:20][CH3:21])=[O:17])[C:13](=[O:14])[N:10]3[C:9]=2[C:30]([OH:32])=[O:31])[CH2:3][CH2:4][CH2:5][CH2:6]1.[OH2:49].[ClH:34].[Cl-:34].[ClH:34]. (2) Given the reactants [CH3:1][C:2]1([CH3:17])[CH2:7][CH:6]([OH:8])[CH:5]([OH:9])[CH:4]2[C:10]([CH3:16])([CH3:15])[CH:11]3[CH2:14][C:3]12[CH2:13][CH2:12]3.CO[C:20](OC)([CH3:22])[CH3:21].C1(C)C=CC(S(O)(=O)=O)=CC=1.C(=O)(O)[O-].[Na+].CCCCCCCCCCCCCC, predict the reaction product. The product is: [CH3:1][C:2]1([CH3:17])[CH2:7][CH:6]2[CH:5]([O:9][C:20]([CH3:22])([CH3:21])[O:8]2)[CH:4]2[C:10]([CH3:16])([CH3:15])[CH:11]3[CH2:14][C:3]12[CH2:13][CH2:12]3. (3) The product is: [ClH:12].[ClH:12].[CH:1]1([N:6]2[CH2:7][CH2:8][N:9]([C:13]3[N:14]=[N:15][C:16]([C:19]4[CH:24]=[CH:23][C:22]([O:25][CH3:26])=[C:21]([F:27])[CH:20]=4)=[CH:17][CH:18]=3)[CH2:10][CH2:11]2)[CH2:2][CH2:3][CH2:4][CH2:5]1. Given the reactants [CH:1]1([N:6]2[CH2:11][CH2:10][NH:9][CH2:8][CH2:7]2)[CH2:5][CH2:4][CH2:3][CH2:2]1.[Cl:12][C:13]1[N:14]=[N:15][C:16]([C:19]2[CH:24]=[CH:23][C:22]([O:25][CH3:26])=[C:21]([F:27])[CH:20]=2)=[CH:17][CH:18]=1, predict the reaction product. (4) Given the reactants C1COCC1.[NH2:6][C:7]1[CH:12]=[CH:11][C:10]([N:13]2[CH2:18][CH2:17][N:16]([C:19]([C:21]3[CH:26]=[CH:25][CH:24]=[C:23]([C:27]4[CH:32]=[CH:31][C:30]([O:33][CH3:34])=[C:29]([O:35][CH3:36])[CH:28]=4)[N:22]=3)=[O:20])[CH2:15][CH2:14]2)=[CH:9][CH:8]=1.[CH3:37][S:38](Cl)(=[O:40])=[O:39].C(N(CC)CC)C, predict the reaction product. The product is: [CH3:36][O:35][C:29]1[CH:28]=[C:27]([C:23]2[N:22]=[C:21]([C:19]([N:16]3[CH2:15][CH2:14][N:13]([C:10]4[CH:9]=[CH:8][C:7]([NH:6][S:38]([CH3:37])(=[O:40])=[O:39])=[CH:12][CH:11]=4)[CH2:18][CH2:17]3)=[O:20])[CH:26]=[CH:25][CH:24]=2)[CH:32]=[CH:31][C:30]=1[O:33][CH3:34]. (5) Given the reactants Br[C:2]1[CH:3]=[C:4]2[C:8](=[CH:9][CH:10]=1)[N:7]([CH:11]1[CH2:16][CH2:15][N:14]([C:17]([O:19][C:20]([CH3:23])([CH3:22])[CH3:21])=[O:18])[CH2:13][CH2:12]1)[CH2:6][CH2:5]2.[C:24]1([S:30]([O-:32])=[O:31])[CH:29]=[CH:28][CH:27]=[CH:26][CH:25]=1.[Na+].CNCCNC.C(=O)([O-])[O-].[K+].[K+], predict the reaction product. The product is: [C:24]1([S:30]([C:2]2[CH:3]=[C:4]3[C:8](=[CH:9][CH:10]=2)[N:7]([CH:11]2[CH2:16][CH2:15][N:14]([C:17]([O:19][C:20]([CH3:23])([CH3:22])[CH3:21])=[O:18])[CH2:13][CH2:12]2)[CH2:6][CH2:5]3)(=[O:32])=[O:31])[CH:29]=[CH:28][CH:27]=[CH:26][CH:25]=1. (6) Given the reactants [Cl:1][C:2]1[CH:3]=[N:4][CH:5]=[CH:6][C:7]=1[C:8](=[O:20])[CH2:9][C:10]1[CH:15]=[CH:14][C:13]([C:16]([F:19])([F:18])[F:17])=[CH:12][CH:11]=1.[H-].[Na+].Br[CH2:24][C:25]([O:27][CH2:28][CH3:29])=[O:26], predict the reaction product. The product is: [CH2:28]([O:27][C:25](=[O:26])[CH2:24][CH:9]([C:10]1[CH:15]=[CH:14][C:13]([C:16]([F:18])([F:17])[F:19])=[CH:12][CH:11]=1)[C:8]([C:7]1[CH:6]=[CH:5][N:4]=[CH:3][C:2]=1[Cl:1])=[O:20])[CH3:29].